Dataset: Reaction yield outcomes from USPTO patents with 853,638 reactions. Task: Predict the reaction yield, written as a fraction of the theoretical maximum amount of product (1.0 means a 100% yield; for example, 0.34 means a 34% yield). (1) The reactants are [O:1]=[C:2]([CH2:8][C:9]([O:11][CH3:12])=[O:10])[CH2:3][C:4]([O:6][CH3:7])=[O:5].[CH2:13](O)[CH2:14][OH:15].C[Si](Cl)(C)C. The catalyst is C(Cl)Cl. The product is [O:1]1[CH2:13][CH2:14][O:15][C:2]1([CH2:3][C:4]([O:6][CH3:7])=[O:5])[CH2:8][C:9]([O:11][CH3:12])=[O:10]. The yield is 0.500. (2) The reactants are [CH:1]1([CH:4]([OH:16])[CH2:5][NH:6][C:7]([C:9]2[N:10]=[N:11][C:12](Cl)=[CH:13][CH:14]=2)=[O:8])[CH2:3][CH2:2]1.N12CCCN=C1CCCCC2.[N:28]1([C:34]([C:36]2[CH:41]=[CH:40][CH:39]=[CH:38][C:37]=2[C:42]([F:45])([F:44])[F:43])=[O:35])[CH2:33][CH2:32][NH:31][CH2:30][CH2:29]1.O. The catalyst is CN(C=O)C.[N+](CCCC)(CCCC)(CCCC)CCCC.[I-]. The product is [CH:1]1([CH:4]([OH:16])[CH2:5][NH:6][C:7]([C:9]2[N:10]=[N:11][C:12]([N:31]3[CH2:32][CH2:33][N:28]([C:34](=[O:35])[C:36]4[CH:41]=[CH:40][CH:39]=[CH:38][C:37]=4[C:42]([F:45])([F:43])[F:44])[CH2:29][CH2:30]3)=[CH:13][CH:14]=2)=[O:8])[CH2:3][CH2:2]1. The yield is 0.320. (3) The reactants are [OH:1][C:2]1[CH:7]=[CH:6][C:5]([N:8]2[C:13](=[O:14])[C:12]([CH2:15][C:16]3[CH:21]=[CH:20][C:19]([C:22]4[C:23]([C:28]#[N:29])=[CH:24][CH:25]=[CH:26][CH:27]=4)=[CH:18][CH:17]=3)=[C:11]([CH2:30][CH2:31][CH3:32])[N:10]3[N:33]=[CH:34][CH:35]=[C:9]23)=[CH:4][CH:3]=1.Br[CH2:37][C:38]([O:40][CH2:41][CH3:42])=[O:39].C(=O)([O-])[O-].[Cs+].[Cs+].C(OCC)(=O)C. The catalyst is CN(C)C=O.O. The product is [C:28]([C:23]1[CH:24]=[CH:25][CH:26]=[CH:27][C:22]=1[C:19]1[CH:20]=[CH:21][C:16]([CH2:15][C:12]2[C:13](=[O:14])[N:8]([C:5]3[CH:4]=[CH:3][C:2]([O:1][CH2:37][C:38]([O:40][CH2:41][CH3:42])=[O:39])=[CH:7][CH:6]=3)[C:9]3[N:10]([N:33]=[CH:34][CH:35]=3)[C:11]=2[CH2:30][CH2:31][CH3:32])=[CH:17][CH:18]=1)#[N:29]. The yield is 0.750. (4) The reactants are [CH3:1][N:2]1[C:6]2[CH:7]=[CH:8][C:9]([C:11]([OH:13])=O)=[CH:10][C:5]=2[NH:4][C:3]1=[O:14].[NH:15]1[CH2:20][CH2:19][CH2:18][C@@H:17]2[C:21]3[CH:22]=[CH:23][CH:24]=[CH:25][C:26]=3[CH2:27][C@H:16]12.F[P-](F)(F)(F)(F)F.N1(OC(N(C)C)=[N+](C)C)C2N=CC=CC=2N=N1. No catalyst specified. The product is [N:15]1([C:11]([C:9]2[CH:8]=[CH:7][C:6]3[N:2]([CH3:1])[C:3](=[O:14])[NH:4][C:5]=3[CH:10]=2)=[O:13])[CH2:20][CH2:19][CH2:18][C@@H:17]2[C:21]3[CH:22]=[CH:23][CH:24]=[CH:25][C:26]=3[CH2:27][C@H:16]12. The yield is 0.270. (5) The reactants are Br[C:2]1[CH:3]=[C:4]([CH:9]=[C:10]([F:22])[C:11]=1[O:12][CH2:13][C:14]1[CH:19]=[CH:18][C:17]([O:20][CH3:21])=[CH:16][CH:15]=1)[C:5]([O:7][CH3:8])=[O:6].COC1C=CC=C(OC)[C:30]=1[C:31]1[CH:32]=[CH:33][CH:34]=[CH:35][C:36]=1P(C1CCCCC1)C1CCCCC1.[O-]P([O-])([O-])=O.[K+].[K+].[K+].CC1(C)C(B2OC(C)(C)C(C)(C)O2)=CCC1. The catalyst is CN(C=O)C.O.C([O-])(=O)C.[Pd+2].C([O-])(=O)C. The product is [CH3:32][C:31]1([CH3:30])[C:36]([C:2]2[CH:3]=[C:4]([CH:9]=[C:10]([F:22])[C:11]=2[O:12][CH2:13][C:14]2[CH:19]=[CH:18][C:17]([O:20][CH3:21])=[CH:16][CH:15]=2)[C:5]([O:7][CH3:8])=[O:6])=[CH:35][CH2:34][CH2:33]1. The yield is 0.660.